Dataset: Forward reaction prediction with 1.9M reactions from USPTO patents (1976-2016). Task: Predict the product of the given reaction. (1) Given the reactants Cl.[C:2](=N)([NH2:4])[CH3:3].CCN(C(C)C)C(C)C.[F:15][C:16]1[C:17]([O:62]COCC[Si](C)(C)C)=[CH:18][C:19]([CH2:57][C:58]([F:61])([F:60])[F:59])=[C:20]([C:22]2[N:27]=[C:26]([NH:28][CH2:29][C:30]3[CH:35]=[CH:34][CH:33]=[CH:32][C:31]=3[N:36]([CH3:41])[S:37]([CH3:40])(=[O:39])=[O:38])[C:25]3[C:42]([C:53]([NH:55][NH2:56])=O)=[N:43][N:44](COCC[Si](C)(C)C)[C:24]=3[CH:23]=2)[CH:21]=1.C(O)(C(F)(F)F)=O, predict the reaction product. The product is: [F:15][C:16]1[C:17]([OH:62])=[CH:18][C:19]([CH2:57][C:58]([F:60])([F:59])[F:61])=[C:20]([C:22]2[N:27]=[C:26]([NH:28][CH2:29][C:30]3[CH:35]=[CH:34][CH:33]=[CH:32][C:31]=3[N:36]([CH3:41])[S:37]([CH3:40])(=[O:38])=[O:39])[C:25]3[C:42]([C:53]4[NH:4][C:2]([CH3:3])=[N:56][N:55]=4)=[N:43][NH:44][C:24]=3[CH:23]=2)[CH:21]=1. (2) Given the reactants [NH2:1][C:2]1[N:10]=[CH:9][CH:8]=[CH:7][C:3]=1[C:4]([NH2:6])=[O:5].[CH:11]([N:14]([CH:17](C)C)CC)(C)[CH3:12].[N:20]1(OC(N(C)C)=[N+](C)C)[C:24]2[N:25]=CC=CC=2N=N1.CN(C=[O:41])C, predict the reaction product. The product is: [N:14]1([CH2:11][C:12]([NH:1][C:2]2[N:10]=[CH:9][CH:8]=[CH:7][C:3]=2[C:4]([NH2:6])=[O:5])=[O:41])[CH:17]=[N:25][CH:24]=[N:20]1. (3) Given the reactants [C:1]12([CH2:11][C:12]([OH:14])=O)[CH2:10][CH:5]3[CH2:6][CH:7]([CH2:9][CH:3]([CH2:4]3)[CH2:2]1)[CH2:8]2.C(Cl)(=O)C(Cl)=O.[NH2:21][C:22]1[CH:31]=[CH:30][CH:29]=[C:28]2[C:23]=1[CH:24]=[CH:25][N:26]=[CH:27]2.C(N(CC)CC)C, predict the reaction product. The product is: [C:1]12([CH2:11][C:12]([NH:21][C:22]3[CH:31]=[CH:30][CH:29]=[C:28]4[C:23]=3[CH:24]=[CH:25][N:26]=[CH:27]4)=[O:14])[CH2:10][CH:5]3[CH2:4][CH:3]([CH2:9][CH:7]([CH2:6]3)[CH2:8]1)[CH2:2]2.